This data is from Catalyst prediction with 721,799 reactions and 888 catalyst types from USPTO. The task is: Predict which catalyst facilitates the given reaction. (1) The catalyst class is: 201. Reactant: [CH:1]1([N:7]2[C:11](=[O:12])[N:10]([C:13]3[CH:18]=[CH:17][C:16]([N:19]4[CH2:24][CH2:23][N:22]([C:25]5[CH:30]=[CH:29][C:28]([O:31]C)=[CH:27][CH:26]=5)[CH2:21][CH2:20]4)=[CH:15][CH:14]=3)[CH:9]=[N:8]2)[CH2:6][CH2:5][CH2:4][CH2:3][CH2:2]1. Product: [CH:1]1([N:7]2[C:11](=[O:12])[N:10]([C:13]3[CH:18]=[CH:17][C:16]([N:19]4[CH2:20][CH2:21][N:22]([C:25]5[CH:26]=[CH:27][C:28]([OH:31])=[CH:29][CH:30]=5)[CH2:23][CH2:24]4)=[CH:15][CH:14]=3)[CH:9]=[N:8]2)[CH2:2][CH2:3][CH2:4][CH2:5][CH2:6]1. (2) Reactant: C(OC([N:8]1[CH2:13][CH2:12][N:11]([C:14]2[CH:19]=[C:18]([C:20]#[N:21])[CH:17]=[C:16]([NH:22][C:23]3[N:28]=[C:27]([N:29]([CH:39]4[CH2:41][CH2:40]4)CC4C=CC(OC)=CC=4)[C:26]4=[N:42][CH:43]=[C:44]([C:45]#[N:46])[N:25]4[N:24]=3)[C:15]=2[Cl:47])[CH2:10][CH:9]1[C:48](=[O:52])[N:49]([CH3:51])[CH3:50])=O)(C)(C)C.N1C(C)=CC=CC=1C.[Si](OS(C(F)(F)F)(=O)=O)(C)(C)C. Product: [Cl:47][C:15]1[C:16]([NH:22][C:23]2[N:28]=[C:27]([NH:29][CH:39]3[CH2:40][CH2:41]3)[C:26]3=[N:42][CH:43]=[C:44]([C:45]#[N:46])[N:25]3[N:24]=2)=[CH:17][C:18]([C:20]#[N:21])=[CH:19][C:14]=1[N:11]1[CH2:12][CH2:13][NH:8][CH:9]([C:48]([N:49]([CH3:51])[CH3:50])=[O:52])[CH2:10]1. The catalyst class is: 2.